This data is from Catalyst prediction with 721,799 reactions and 888 catalyst types from USPTO. The task is: Predict which catalyst facilitates the given reaction. (1) The catalyst class is: 2. Product: [Cl:1][C:2]1[CH:10]=[CH:9][CH:8]=[C:7]([CH:11]2[CH2:13][CH2:12]2)[C:3]=1[C:4]([Cl:17])=[O:5]. Reactant: [Cl:1][C:2]1[CH:10]=[CH:9][CH:8]=[C:7]([CH:11]2[CH2:13][CH2:12]2)[C:3]=1[C:4](O)=[O:5].C(Cl)(=O)C([Cl:17])=O. (2) Product: [Br:35][C:31]1[CH:30]=[C:29]2[C:34](=[CH:33][CH:32]=1)[CH:26]([CH:6]([CH2:5][SH:4])[C:7]([NH:9][C@H:10]([C:11]([OH:13])=[O:12])[CH2:15][C:16]1[CH:25]=[CH:24][C:23]3[C:18](=[CH:19][CH:20]=[CH:21][CH:22]=3)[N:17]=1)=[O:8])[CH2:27][CH2:28]2. The catalyst class is: 5. Reactant: C([S:4][CH2:5][CH:6]([CH:26]1[C:34]2[C:29](=[CH:30][C:31]([Br:35])=[CH:32][CH:33]=2)[CH2:28][CH2:27]1)[C:7]([NH:9][CH:10]([CH2:15][C:16]1[CH:25]=[CH:24][C:23]2[C:18](=[CH:19][CH:20]=[CH:21][CH:22]=2)[N:17]=1)[C:11]([O:13]C)=[O:12])=[O:8])(=O)C.[OH-].[Na+].Cl. (3) The catalyst class is: 3. Product: [NH2:1][C:2]1[N:7]=[C:6]([N:8]2[CH2:9][CH2:10][C:11]3([CH2:15][N:14]([C:16]([O:18][C:19]([CH3:21])([CH3:22])[CH3:20])=[O:17])[C@H:13]([C:23]([O:25][CH2:49][CH2:50][N:51]([CH3:53])[CH3:52])=[O:24])[CH2:12]3)[CH2:26][CH2:27]2)[CH:5]=[C:4]([O:28][C@H:29]([C:34]2[CH:39]=[CH:38][C:37]([Cl:40])=[CH:36][C:35]=2[N:41]2[CH:45]=[CH:44][C:43]([CH3:46])=[N:42]2)[C:30]([F:32])([F:31])[F:33])[N:3]=1. Reactant: [NH2:1][C:2]1[N:7]=[C:6]([N:8]2[CH2:27][CH2:26][C:11]3([CH2:15][N:14]([C:16]([O:18][C:19]([CH3:22])([CH3:21])[CH3:20])=[O:17])[C@H:13]([C:23]([OH:25])=[O:24])[CH2:12]3)[CH2:10][CH2:9]2)[CH:5]=[C:4]([O:28][C@H:29]([C:34]2[CH:39]=[CH:38][C:37]([Cl:40])=[CH:36][C:35]=2[N:41]2[CH:45]=[CH:44][C:43]([CH3:46])=[N:42]2)[C:30]([F:33])([F:32])[F:31])[N:3]=1.Cl.Cl[CH2:49][CH2:50][N:51]([CH3:53])[CH3:52].C([O-])([O-])=O.[K+].[K+]. (4) Reactant: [H-].[Na+].[C:3]([O:7][C:8]([N:10]1[CH2:14][C@H:13]([F:15])[C@@H:12]([OH:16])[C@H:11]1[C:17](=[O:28])[NH:18][CH2:19][C:20]1[CH:25]=[CH:24][CH:23]=[C:22]([Cl:26])[C:21]=1[F:27])=[O:9])([CH3:6])([CH3:5])[CH3:4].[CH2:29](I)[CH:30]=[CH2:31]. Product: [C:3]([O:7][C:8]([N:10]1[CH2:14][C@H:13]([F:15])[C@@H:12]([O:16][CH2:31][CH:30]=[CH2:29])[C@H:11]1[C:17](=[O:28])[NH:18][CH2:19][C:20]1[CH:25]=[CH:24][CH:23]=[C:22]([Cl:26])[C:21]=1[F:27])=[O:9])([CH3:6])([CH3:4])[CH3:5]. The catalyst class is: 3.